From a dataset of NCI-60 drug combinations with 297,098 pairs across 59 cell lines. Regression. Given two drug SMILES strings and cell line genomic features, predict the synergy score measuring deviation from expected non-interaction effect. (1) Cell line: SF-295. Synergy scores: CSS=19.2, Synergy_ZIP=-5.15, Synergy_Bliss=-1.47, Synergy_Loewe=-20.6, Synergy_HSA=-2.02. Drug 2: C1=NNC2=C1C(=O)NC=N2. Drug 1: C1CN1P(=S)(N2CC2)N3CC3. (2) Drug 1: CN(C)N=NC1=C(NC=N1)C(=O)N. Drug 2: CN(CC1=CN=C2C(=N1)C(=NC(=N2)N)N)C3=CC=C(C=C3)C(=O)NC(CCC(=O)O)C(=O)O. Cell line: SF-539. Synergy scores: CSS=18.8, Synergy_ZIP=-8.82, Synergy_Bliss=-1.21, Synergy_Loewe=-37.7, Synergy_HSA=-5.28. (3) Drug 1: C1=C(C(=O)NC(=O)N1)N(CCCl)CCCl. Drug 2: CN1C(=O)N2C=NC(=C2N=N1)C(=O)N. Cell line: NCIH23. Synergy scores: CSS=28.1, Synergy_ZIP=2.36, Synergy_Bliss=3.75, Synergy_Loewe=-15.5, Synergy_HSA=2.20. (4) Drug 1: CNC(=O)C1=CC=CC=C1SC2=CC3=C(C=C2)C(=NN3)C=CC4=CC=CC=N4. Drug 2: C1=NC2=C(N1)C(=S)N=C(N2)N. Cell line: UACC62. Synergy scores: CSS=26.5, Synergy_ZIP=-2.16, Synergy_Bliss=-2.55, Synergy_Loewe=-4.21, Synergy_HSA=-1.85.